This data is from Reaction yield outcomes from USPTO patents with 853,638 reactions. The task is: Predict the reaction yield, written as a fraction of the theoretical maximum amount of product (1.0 means a 100% yield; for example, 0.34 means a 34% yield). (1) The reactants are [OH-].[Na+].[Cl:3][C:4]1[CH:9]=[CH:8][C:7]([C:10]2[C:15]([CH:16]([CH2:21][CH2:22][CH3:23])[C:17]([O:19]C)=[O:18])=[C:14]([CH3:24])[N:13]=[C:12]([C:25]3[CH:30]=[CH:29][CH:28]=[CH:27][CH:26]=3)[N:11]=2)=[C:6]([O:31][CH3:32])[CH:5]=1. The catalyst is CO. The product is [Cl:3][C:4]1[CH:9]=[CH:8][C:7]([C:10]2[C:15]([CH:16]([CH2:21][CH2:22][CH3:23])[C:17]([OH:19])=[O:18])=[C:14]([CH3:24])[N:13]=[C:12]([C:25]3[CH:26]=[CH:27][CH:28]=[CH:29][CH:30]=3)[N:11]=2)=[C:6]([O:31][CH3:32])[CH:5]=1. The yield is 0.770. (2) The reactants are Cl[C:2]1[CH:7]=[C:6]([CH2:8][O:9][CH3:10])[N:5]=[CH:4][N:3]=1.[OH-].[NH4+:12]. No catalyst specified. The product is [CH3:10][O:9][CH2:8][C:6]1[N:5]=[CH:4][N:3]=[C:2]([NH2:12])[CH:7]=1. The yield is 0.480.